From a dataset of CYP1A2 inhibition data for predicting drug metabolism from PubChem BioAssay. Regression/Classification. Given a drug SMILES string, predict its absorption, distribution, metabolism, or excretion properties. Task type varies by dataset: regression for continuous measurements (e.g., permeability, clearance, half-life) or binary classification for categorical outcomes (e.g., BBB penetration, CYP inhibition). Dataset: cyp1a2_veith. (1) The result is 1 (inhibitor). The molecule is COC(=O)[C@@H]1C[C@H]1[C@@H](NC(=O)c1ccccc1)c1ccccc1. (2) The compound is c1nc(NC2CC2)c2cc(-c3ccoc3)ccc2n1. The result is 1 (inhibitor). (3) The molecule is COc1cc2nc(SCc3ccc(Cl)cc3Cl)n(Cc3cccs3)c(=N)c2cc1OC. The result is 1 (inhibitor). (4) The drug is O=C(COC(=O)c1cccnc1Nc1cccc(C(F)(F)F)c1)NCc1ccc2c(c1)OCO2. The result is 1 (inhibitor). (5) The molecule is COc1ccccc1CNc1ccnc(-c2cccc(C#N)c2)n1. The result is 1 (inhibitor). (6) The molecule is Cc1nc([N+](=O)[O-])c(N2CCN(C)CC2)n1Cc1ccccc1. The result is 0 (non-inhibitor). (7) The drug is c1cncc(-c2nccc(NCc3cccs3)n2)c1. The result is 1 (inhibitor).